The task is: Predict the reaction yield, written as a fraction of the theoretical maximum amount of product (1.0 means a 100% yield; for example, 0.34 means a 34% yield).. This data is from Reaction yield outcomes from USPTO patents with 853,638 reactions. (1) The reactants are Br[C:2]1[CH:3]=[CH:4][C:5]([F:17])=[C:6]([C:8]23[CH2:15][CH:14]2[CH2:13][O:12][CH2:11][C:10](=[O:16])[NH:9]3)[CH:7]=1.CC(C)([O-])C.[Na+].C(P(C(C)(C)C)C1C=CC=CC=1C1C(C(C)C)=CC(C(C)C)=CC=1C(C)C)(C)(C)C.[C:54](=[NH:67])([C:61]1[CH:66]=[CH:65][CH:64]=[CH:63][CH:62]=1)[C:55]1[CH:60]=[CH:59][CH:58]=[CH:57][CH:56]=1. The catalyst is C1(C)C=CC=CC=1.C1C=CC(/C=C/C(/C=C/C2C=CC=CC=2)=O)=CC=1.C1C=CC(/C=C/C(/C=C/C2C=CC=CC=2)=O)=CC=1.C1C=CC(/C=C/C(/C=C/C2C=CC=CC=2)=O)=CC=1.[Pd].[Pd].C(Cl)(Cl)Cl.O. The product is [C:54](=[N:67][C:2]1[CH:3]=[CH:4][C:5]([F:17])=[C:6]([C:8]23[CH2:15][CH:14]2[CH2:13][O:12][CH2:11][C:10](=[O:16])[NH:9]3)[CH:7]=1)([C:61]1[CH:62]=[CH:63][CH:64]=[CH:65][CH:66]=1)[C:55]1[CH:60]=[CH:59][CH:58]=[CH:57][CH:56]=1. The yield is 0.850. (2) The reactants are [C:1]([C:5]1[NH:6][C:7]2[C:12]([CH:13]=1)=[CH:11][C:10]([N+:14]([O-:16])=[O:15])=[CH:9]C=2C#N)([CH3:4])([CH3:3])[CH3:2].[OH-:19].[K+].[CH3:21][CH2:22][OH:23]. No catalyst specified. The product is [C:1]([C:5]1[NH:6][C:7]2[C:12]([CH:13]=1)=[CH:11][C:10]([N+:14]([O-:16])=[O:15])=[CH:9][C:21]=2[C:22]([OH:19])=[O:23])([CH3:4])([CH3:3])[CH3:2]. The yield is 0.770.